Task: Predict the product of the given reaction.. Dataset: Forward reaction prediction with 1.9M reactions from USPTO patents (1976-2016) (1) Given the reactants [Cl:1][C:2]1[N:10]=[C:9]2[C:5]([NH:6][C:7](=[O:19])[N:8]2[C:11]2[CH:16]=[CH:15][CH:14]=[C:13]([O:17][CH3:18])[CH:12]=2)=[CH:4][N:3]=1.C(N=P1(N(CC)CC)N(C)CCCN1C)(C)(C)C.[F:38][C:39]1[CH:46]=[CH:45][CH:44]=[CH:43][C:40]=1[CH2:41]Br, predict the reaction product. The product is: [F:38][C:39]1[CH:46]=[CH:45][CH:44]=[CH:43][C:40]=1[CH2:41][N:6]1[C:5]2[C:9](=[N:10][C:2]([Cl:1])=[N:3][CH:4]=2)[N:8]([C:11]2[CH:16]=[CH:15][CH:14]=[C:13]([O:17][CH3:18])[CH:12]=2)[C:7]1=[O:19]. (2) Given the reactants Cl[C:2]1[N:3]=[C:4]([NH:12][C:13]2[N:14]=[CH:15][N:16]([CH3:18])[CH:17]=2)[C:5]2[CH:11]=[CH:10][N:9]=[CH:8][C:6]=2[N:7]=1.Cl.[F:20][C:21]1[C:22]([CH:28]([NH2:30])[CH3:29])=[N:23][CH:24]=[C:25]([F:27])[CH:26]=1, predict the reaction product. The product is: [F:20][C:21]1[C:22]([CH:28]([NH:30][C:2]2[N:3]=[C:4]([NH:12][C:13]3[N:14]=[CH:15][N:16]([CH3:18])[CH:17]=3)[C:5]3[CH:11]=[CH:10][N:9]=[CH:8][C:6]=3[N:7]=2)[CH3:29])=[N:23][CH:24]=[C:25]([F:27])[CH:26]=1. (3) Given the reactants [CH2:1]([O:8][C:9]([N:11]1[CH2:15][C:14](=[N:16][O:17][CH3:18])[CH:13]([CH2:19][N:20]=[N+]=[N-])[CH2:12]1)=[O:10])[C:2]1[CH:7]=[CH:6][CH:5]=[CH:4][CH:3]=1.C1C=CC(P(C2C=CC=CC=2)C2C=CC=CC=2)=CC=1.C1COCC1.O, predict the reaction product. The product is: [CH2:1]([O:8][C:9]([N:11]1[CH2:15][C:14](=[N:16][O:17][CH3:18])[CH:13]([CH2:19][NH2:20])[CH2:12]1)=[O:10])[C:2]1[CH:7]=[CH:6][CH:5]=[CH:4][CH:3]=1. (4) The product is: [F:13][C:14]1[CH:19]=[CH:18][C:17]([C:20]2[N:32]([C:33]3[CH:38]=[CH:37][CH:36]=[CH:35][CH:34]=3)[C:22]([C:25]3[CH:30]=[CH:29][C:28]([F:31])=[CH:27][CH:26]=3)=[N:23][N:24]=2)=[CH:16][CH:15]=1. Given the reactants O.C1(C)C=CC(S(O)(=O)=O)=CC=1.[F:13][C:14]1[CH:19]=[CH:18][C:17]([C:20]2O[C:22]([C:25]3[CH:30]=[CH:29][C:28]([F:31])=[CH:27][CH:26]=3)=[N:23][N:24]=2)=[CH:16][CH:15]=1.[NH2:32][C:33]1[CH:38]=[CH:37][CH:36]=[CH:35][CH:34]=1, predict the reaction product.